Dataset: Forward reaction prediction with 1.9M reactions from USPTO patents (1976-2016). Task: Predict the product of the given reaction. Given the reactants Cl[C:2]1[C:7]([F:8])=[C:6]([CH3:9])[C:5]([B:10]2[O:14][C:13]([CH3:16])([CH3:15])[C:12]([CH3:18])([CH3:17])[O:11]2)=[CH:4][N:3]=1.C(O)(=O)C, predict the reaction product. The product is: [F:8][C:7]1[CH:2]=[N:3][CH:4]=[C:5]([B:10]2[O:14][C:13]([CH3:16])([CH3:15])[C:12]([CH3:18])([CH3:17])[O:11]2)[C:6]=1[CH3:9].